This data is from Catalyst prediction with 721,799 reactions and 888 catalyst types from USPTO. The task is: Predict which catalyst facilitates the given reaction. (1) Reactant: [F:1][C:2]1[C:3]([NH:18][CH:19]([C:24]2([CH3:29])[CH2:28]CC[CH2:25]2)[CH2:20][C:21]([OH:23])=[O:22])=[N:4][C:5]([C:8]2[C:16]3[C:11](=[N:12][CH:13]=[C:14]([F:17])[CH:15]=3)[NH:10][N:9]=2)=[N:6][CH:7]=1.ClC1N=C(N[C@@H](C(C)(C)C)CC(OC)=O)C(F)=CN=1.C(O)=O. Product: [F:1][C:2]1[C:3]([NH:18][C@@H:19]([C:24]([CH3:29])([CH3:28])[CH3:25])[CH2:20][C:21]([OH:23])=[O:22])=[N:4][C:5]([C:8]2[C:16]3[C:11](=[N:12][CH:13]=[C:14]([F:17])[CH:15]=3)[NH:10][N:9]=2)=[N:6][CH:7]=1. The catalyst class is: 10. (2) Reactant: [Cl:1][C:2]1[CH:7]=[CH:6][CH:5]=[C:4]([C:8]([F:11])([F:10])[F:9])[C:3]=1[NH:12][C:13]([NH:15]/[N:16]=[CH:17]/[C:18]1[CH:23]=[CH:22][C:21]([C:24]2[N:28]=[CH:27][N:26]([C:29]3[CH:34]=[CH:33][C:32]([O:35][C:36]([F:39])([F:38])[F:37])=[CH:31][CH:30]=3)[N:25]=2)=[CH:20][CH:19]=1)=[S:14].Cl[CH2:41][C:42](=[O:44])[CH3:43].C(N(CC)CC)C.O. Product: [Cl:1][C:2]1[CH:7]=[CH:6][CH:5]=[C:4]([C:8]([F:11])([F:10])[F:9])[C:3]=1/[N:12]=[C:13]1\[S:14][CH2:41][C:42]([CH3:43])([OH:44])[N:15]\1/[N:16]=[CH:17]/[C:18]1[CH:23]=[CH:22][C:21]([C:24]2[N:28]=[CH:27][N:26]([C:29]3[CH:34]=[CH:33][C:32]([O:35][C:36]([F:38])([F:39])[F:37])=[CH:31][CH:30]=3)[N:25]=2)=[CH:20][CH:19]=1. The catalyst class is: 131. (3) Reactant: [O:1]1[C:5]2([CH2:10][CH2:9][CH:8]([OH:11])[CH2:7][CH2:6]2)[O:4][CH2:3][CH2:2]1.C1N2CCN(CC2)C1.[C:20]1([CH3:30])[CH:25]=[CH:24][C:23]([S:26](Cl)(=[O:28])=[O:27])=[CH:22][CH:21]=1. Product: [O:1]1[C:5]2([CH2:10][CH2:9][CH:8]([O:11][S:26]([C:23]3[CH:24]=[CH:25][C:20]([CH3:30])=[CH:21][CH:22]=3)(=[O:28])=[O:27])[CH2:7][CH2:6]2)[O:4][CH2:3][CH2:2]1. The catalyst class is: 2. (4) Product: [O:1]=[CH:2][CH2:3][CH2:4][C:5]1[CH:10]=[CH:9][C:8]([C:11]2[C:12]([C:17]([O:19][C:20]([CH3:23])([CH3:22])[CH3:21])=[O:18])=[CH:13][CH:14]=[CH:15][CH:16]=2)=[CH:7][CH:6]=1. The catalyst class is: 158. Reactant: [OH:1][CH2:2][CH2:3][CH2:4][C:5]1[CH:10]=[CH:9][C:8]([C:11]2[C:12]([C:17]([O:19][C:20]([CH3:23])([CH3:22])[CH3:21])=[O:18])=[CH:13][CH:14]=[CH:15][CH:16]=2)=[CH:7][CH:6]=1.ClN1C(=O)N(Cl)C(=O)N(Cl)C1=O. (5) The catalyst class is: 28. Reactant: CC1(C)O[C:6](=[O:8])[C:5](=[CH:9][NH:10][C:11]2[CH:18]=[CH:17][C:14]([C:15]#[N:16])=[CH:13][CH:12]=2)C(=O)O1.C1C=CC(C2C=CC=CC=2)=CC=1.C1C=CC(OC2C=CC=CC=2)=CC=1. Product: [O:8]=[C:6]1[C:12]2[C:11](=[CH:18][CH:17]=[C:14]([C:15]#[N:16])[CH:13]=2)[NH:10][CH:9]=[CH:5]1. (6) Reactant: Cl[C:2]1[CH:7]=[C:6]([CH3:8])[CH:5]=[CH:4][C:3]=1[N+:9]([O-:11])=[O:10].[CH3:12][C:13]1(C)[C:17](C)(C)OB(C(C)=C)O1.C(=O)([O-])[O-].[Na+].[Na+]. Product: [CH3:8][C:6]1[CH:5]=[CH:4][C:3]([N+:9]([O-:11])=[O:10])=[C:2]([C:13]([CH3:17])=[CH2:12])[CH:7]=1. The catalyst class is: 551. (7) Reactant: [Cl:1][C:2]1[CH:3]=[C:4]([OH:9])[CH:5]=[CH:6][C:7]=1[F:8].F[C:11]1[CH:16]=[CH:15][C:14]([N+:17]([O-:19])=[O:18])=[CH:13][CH:12]=1.C(=O)([O-])[O-].[K+].[K+]. Product: [N+:17]([C:14]1[CH:15]=[CH:16][C:11]([O:9][C:4]2[CH:5]=[CH:6][C:7]([F:8])=[C:2]([Cl:1])[CH:3]=2)=[CH:12][CH:13]=1)([O-:19])=[O:18]. The catalyst class is: 10. (8) Reactant: O.[OH-].[Li+].C[O:5][C:6]([C:8]1[CH:46]=[CH:45][C:11]([CH2:12][CH:13](/[CH:26]=[CH:27]/[C:28]2[CH:33]=[CH:32][CH:31]=[CH:30][C:29]=2[O:34][CH2:35][CH2:36][CH2:37][N:38]2[CH2:43][CH2:42][O:41][CH2:40][C:39]2=[O:44])[CH2:14][CH2:15][C:16]2[CH:25]=[CH:24][C:19]([C:20]([O:22]C)=[O:21])=[CH:18][CH:17]=2)=[CH:10][CH:9]=1)=[O:7].Cl. Product: [C:6]([C:8]1[CH:9]=[CH:10][C:11]([CH2:12][CH:13](/[CH:26]=[CH:27]/[C:28]2[CH:33]=[CH:32][CH:31]=[CH:30][C:29]=2[O:34][CH2:35][CH2:36][CH2:37][N:38]2[CH2:43][CH2:42][O:41][CH2:40][C:39]2=[O:44])[CH2:14][CH2:15][C:16]2[CH:17]=[CH:18][C:19]([C:20]([OH:22])=[O:21])=[CH:24][CH:25]=2)=[CH:45][CH:46]=1)([OH:7])=[O:5]. The catalyst class is: 20. (9) Product: [NH2:19][C:18]1[NH:1][C:2]2=[CH:3][C:4]3[C:5]([CH3:15])([CH3:16])[C:6](=[O:14])[N:7]([CH2:12][CH3:13])[C:8]=3[CH:9]=[C:10]2[N:11]=1. The catalyst class is: 90. Reactant: [NH2:1][C:2]1[CH:3]=[C:4]2[C:8](=[CH:9][C:10]=1[NH2:11])[N:7]([CH2:12][CH3:13])[C:6](=[O:14])[C:5]2([CH3:16])[CH3:15].Br[C:18]#[N:19].